Dataset: NCI-60 drug combinations with 297,098 pairs across 59 cell lines. Task: Regression. Given two drug SMILES strings and cell line genomic features, predict the synergy score measuring deviation from expected non-interaction effect. (1) Drug 1: CC1=C(C(CCC1)(C)C)C=CC(=CC=CC(=CC(=O)O)C)C. Drug 2: CS(=O)(=O)CCNCC1=CC=C(O1)C2=CC3=C(C=C2)N=CN=C3NC4=CC(=C(C=C4)OCC5=CC(=CC=C5)F)Cl. Cell line: HCT116. Synergy scores: CSS=0.475, Synergy_ZIP=2.48, Synergy_Bliss=6.01, Synergy_Loewe=3.49, Synergy_HSA=3.60. (2) Drug 1: C1=CN(C(=O)N=C1N)C2C(C(C(O2)CO)O)O.Cl. Drug 2: CC12CCC3C(C1CCC2OP(=O)(O)O)CCC4=C3C=CC(=C4)OC(=O)N(CCCl)CCCl.[Na+]. Cell line: HT29. Synergy scores: CSS=28.0, Synergy_ZIP=-7.50, Synergy_Bliss=-6.15, Synergy_Loewe=-13.4, Synergy_HSA=-3.72. (3) Drug 1: CC1=C2C(C(=O)C3(C(CC4C(C3C(C(C2(C)C)(CC1OC(=O)C(C(C5=CC=CC=C5)NC(=O)C6=CC=CC=C6)O)O)OC(=O)C7=CC=CC=C7)(CO4)OC(=O)C)O)C)OC(=O)C. Drug 2: C1=CC=C(C(=C1)C(C2=CC=C(C=C2)Cl)C(Cl)Cl)Cl. Cell line: UACC-257. Synergy scores: CSS=-1.96, Synergy_ZIP=-0.858, Synergy_Bliss=-4.83, Synergy_Loewe=-2.66, Synergy_HSA=-5.49. (4) Drug 1: CCCS(=O)(=O)NC1=C(C(=C(C=C1)F)C(=O)C2=CNC3=C2C=C(C=N3)C4=CC=C(C=C4)Cl)F. Drug 2: CCN(CC)CCCC(C)NC1=C2C=C(C=CC2=NC3=C1C=CC(=C3)Cl)OC. Cell line: NCI-H522. Synergy scores: CSS=5.23, Synergy_ZIP=-3.62, Synergy_Bliss=-1.25, Synergy_Loewe=-5.71, Synergy_HSA=-2.36. (5) Cell line: UACC62. Drug 1: CC12CCC(CC1=CCC3C2CCC4(C3CC=C4C5=CN=CC=C5)C)O. Drug 2: CC(C)CN1C=NC2=C1C3=CC=CC=C3N=C2N. Synergy scores: CSS=-5.13, Synergy_ZIP=-0.255, Synergy_Bliss=-4.39, Synergy_Loewe=-6.69, Synergy_HSA=-6.61. (6) Drug 1: CC1=C(C=C(C=C1)NC(=O)C2=CC=C(C=C2)CN3CCN(CC3)C)NC4=NC=CC(=N4)C5=CN=CC=C5. Drug 2: CC1CCC2CC(C(=CC=CC=CC(CC(C(=O)C(C(C(=CC(C(=O)CC(OC(=O)C3CCCCN3C(=O)C(=O)C1(O2)O)C(C)CC4CCC(C(C4)OC)O)C)C)O)OC)C)C)C)OC. Cell line: A549. Synergy scores: CSS=-3.92, Synergy_ZIP=5.22, Synergy_Bliss=4.86, Synergy_Loewe=-6.30, Synergy_HSA=-5.68. (7) Drug 1: CC1CCC2CC(C(=CC=CC=CC(CC(C(=O)C(C(C(=CC(C(=O)CC(OC(=O)C3CCCCN3C(=O)C(=O)C1(O2)O)C(C)CC4CCC(C(C4)OC)OCCO)C)C)O)OC)C)C)C)OC. Drug 2: CCN(CC)CCCC(C)NC1=C2C=C(C=CC2=NC3=C1C=CC(=C3)Cl)OC. Cell line: MALME-3M. Synergy scores: CSS=30.7, Synergy_ZIP=-6.40, Synergy_Bliss=-3.14, Synergy_Loewe=-15.7, Synergy_HSA=-0.374. (8) Synergy scores: CSS=3.28, Synergy_ZIP=-3.99, Synergy_Bliss=-9.36, Synergy_Loewe=-23.9, Synergy_HSA=-10.3. Cell line: SW-620. Drug 2: C1CNP(=O)(OC1)N(CCCl)CCCl. Drug 1: CC(C1=C(C=CC(=C1Cl)F)Cl)OC2=C(N=CC(=C2)C3=CN(N=C3)C4CCNCC4)N. (9) Drug 1: CC1OCC2C(O1)C(C(C(O2)OC3C4COC(=O)C4C(C5=CC6=C(C=C35)OCO6)C7=CC(=C(C(=C7)OC)O)OC)O)O. Drug 2: C1CNP(=O)(OC1)N(CCCl)CCCl. Cell line: A549. Synergy scores: CSS=38.2, Synergy_ZIP=-0.822, Synergy_Bliss=-1.92, Synergy_Loewe=-39.9, Synergy_HSA=-1.18.